Dataset: Forward reaction prediction with 1.9M reactions from USPTO patents (1976-2016). Task: Predict the product of the given reaction. (1) Given the reactants N#N.[C:3]([O:7][C:8]([NH:10][CH:11]([CH2:15][C:16]1[CH:21]=[CH:20][C:19]([CH:22]([F:24])[F:23])=[CH:18][CH:17]=1)[C:12](O)=O)=[O:9])([CH3:6])([CH3:5])[CH3:4].C(N1CCOCC1)C.CN(C(O[N:41]1N=[N:48][C:43]2[CH:44]=[CH:45][CH:46]=[CH:47][C:42]1=2)=[N+](C)C)C.[B-](F)(F)(F)F.C1(N)C(N)=CC=CC=1, predict the reaction product. The product is: [NH:41]1[C:42]2[CH:47]=[CH:46][CH:45]=[CH:44][C:43]=2[N:48]=[C:12]1[CH:11]([NH:10][C:8](=[O:9])[O:7][C:3]([CH3:6])([CH3:5])[CH3:4])[CH2:15][C:16]1[CH:21]=[CH:20][C:19]([CH:22]([F:24])[F:23])=[CH:18][CH:17]=1. (2) Given the reactants C([O:4][CH2:5][C:6]1[C:11]([C:12]2[CH:17]=[C:16]([NH:18][C:19]3[CH:24]=[CH:23][C:22]([S:25]([CH2:28][CH3:29])(=[O:27])=[O:26])=[CH:21][N:20]=3)[C:15](=[O:30])[N:14]([CH3:31])[N:13]=2)=[CH:10][CH:9]=[CH:8][C:7]=1[N:32]1[N:41]=[CH:40][C:39]2[C:34](=[C:35]([F:46])[CH:36]=[C:37]([C:42]([CH3:45])([CH3:44])[CH3:43])[CH:38]=2)[C:33]1=[O:47])(=O)C.[Li+].[OH-], predict the reaction product. The product is: [C:42]([C:37]1[CH:38]=[C:39]2[C:34](=[C:35]([F:46])[CH:36]=1)[C:33](=[O:47])[N:32]([C:7]1[CH:8]=[CH:9][CH:10]=[C:11]([C:12]3[CH:17]=[C:16]([NH:18][C:19]4[CH:24]=[CH:23][C:22]([S:25]([CH2:28][CH3:29])(=[O:26])=[O:27])=[CH:21][N:20]=4)[C:15](=[O:30])[N:14]([CH3:31])[N:13]=3)[C:6]=1[CH2:5][OH:4])[N:41]=[CH:40]2)([CH3:43])([CH3:44])[CH3:45]. (3) Given the reactants [Cl:1][C:2]1[CH:14]=[C:13]([Cl:15])[C:12]([O:16][C:17]2[N:21]([CH3:22])[N:20]=[C:19]([CH3:23])[C:18]=2[C:24]2[CH:28]=[C:27]([Si](C)(C)C)[O:26][N:25]=2)=[CH:11][C:3]=1[O:4][C@@H:5]([CH3:10])[C:6]([O:8][CH3:9])=[O:7].C(#N)C.[F-].[Cs+], predict the reaction product. The product is: [Cl:1][C:2]1[CH:14]=[C:13]([Cl:15])[C:12]([O:16][C:17]2[N:21]([CH3:22])[N:20]=[C:19]([CH3:23])[C:18]=2[C:24]2[CH:28]=[CH:27][O:26][N:25]=2)=[CH:11][C:3]=1[O:4][C@@H:5]([CH3:10])[C:6]([O:8][CH3:9])=[O:7]. (4) Given the reactants [C:1]1([O:7][S:8](=[O:11])(=[O:10])[NH2:9])[CH:6]=[CH:5]C=[CH:3][CH:2]=1.C(C1(O)CC1)C, predict the reaction product. The product is: [CH2:6]([C:1]1([O:7][S:8](=[O:10])(=[O:11])[NH2:9])[CH2:2][CH2:3]1)[CH3:5]. (5) Given the reactants [CH3:1][O:2][C:3]1[CH:12]=[CH:11][C:6]([O:7][CH2:8][C:9]#[N:10])=[CH:5][CH:4]=1.Cl.[NH2:14][OH:15].C([O-])(=O)C.[Na+], predict the reaction product. The product is: [CH3:1][O:2][C:3]1[CH:12]=[CH:11][C:6]([O:7][CH2:8][C:9](=[N:14][OH:15])[NH2:10])=[CH:5][CH:4]=1. (6) Given the reactants [Cl:1][C:2]1[CH:3]=[C:4]([CH:22]=[CH:23][CH:24]=1)[C:5]([NH:7][CH2:8][C:9]1[CH:14]=[CH:13][C:12]([C:15]#[N:16])=[CH:11][C:10]=1[NH:17][CH2:18][C:19]([OH:21])=O)=[O:6].[NH2:25][C:26]1[CH:27]=[N:28][CH:29]=[CH:30][CH:31]=1, predict the reaction product. The product is: [Cl:1][C:2]1[CH:3]=[C:4]([CH:22]=[CH:23][CH:24]=1)[C:5]([NH:7][CH2:8][C:9]1[CH:14]=[CH:13][C:12]([C:15]#[N:16])=[CH:11][C:10]=1[NH:17][CH2:18][C:19](=[O:21])[NH:25][C:26]1[CH:27]=[N:28][CH:29]=[CH:30][CH:31]=1)=[O:6]. (7) The product is: [NH2:8][CH2:9][CH2:10][CH2:11][C@H:12]([NH:22][S:23]([CH2:26][CH2:27][C:28]1[C:37]2[C:32](=[CH:33][CH:34]=[CH:35][CH:36]=2)[CH:31]=[CH:30][CH:29]=1)(=[O:25])=[O:24])[CH2:13][O:14][CH2:15][C:16]1[CH:17]=[CH:18][CH:19]=[CH:20][CH:21]=1. Given the reactants C([NH:8][CH2:9][CH2:10][CH2:11][C@H:12]([NH:22][S:23]([CH2:26][CH2:27][C:28]1[C:37]2[C:32](=[CH:33][CH:34]=[CH:35][CH:36]=2)[CH:31]=[CH:30][CH:29]=1)(=[O:25])=[O:24])[CH2:13][O:14][CH2:15][C:16]1[CH:21]=[CH:20][CH:19]=[CH:18][CH:17]=1)(OC(C)(C)C)=O.C(O)(C(F)(F)F)=O, predict the reaction product. (8) Given the reactants [CH2:1]([C:3]1[N:4]=[C:5]([CH3:9])[NH:6][C:7]=1[CH3:8])[CH3:2].[C:10]([Cl:18])(=[O:17])[C:11]1[CH:16]=[CH:15][CH:14]=[CH:13][CH:12]=1, predict the reaction product. The product is: [ClH:18].[CH2:1]([C:3]1[N:4]=[C:5]([CH2:9][C:10]([C:11]2[CH:16]=[CH:15][CH:14]=[CH:13][CH:12]=2)=[O:17])[NH:6][C:7]=1[CH3:8])[CH3:2].